From a dataset of Reaction yield outcomes from USPTO patents with 853,638 reactions. Predict the reaction yield, written as a fraction of the theoretical maximum amount of product (1.0 means a 100% yield; for example, 0.34 means a 34% yield). The reactants are [Cl:1][C:2]1[CH:3]=[C:4]([C@@H:9]([CH2:29][NH:30][CH3:31])[CH2:10][CH2:11][N:12]2[CH2:17][CH2:16][C:15]([C:24]([N:26]([CH3:28])[CH3:27])=[O:25])([N:18]3[CH2:23][CH2:22][CH2:21][CH2:20][CH2:19]3)[CH2:14][CH2:13]2)[CH:5]=[CH:6][C:7]=1[Cl:8].[C:32]([O:35][C:36]1[CH:44]=[CH:43][C:39]([C:40](Cl)=[O:41])=[CH:38][CH:37]=1)(=[O:34])[CH3:33]. The catalyst is C(Cl)Cl.C(N(CC)CC)C. The product is [C:32]([O:35][C:36]1[CH:44]=[CH:43][C:39]([C:40]([N:30]([CH2:29][C@H:9]([C:4]2[CH:5]=[CH:6][C:7]([Cl:8])=[C:2]([Cl:1])[CH:3]=2)[CH2:10][CH2:11][N:12]2[CH2:13][CH2:14][C:15]([C:24]([N:26]([CH3:28])[CH3:27])=[O:25])([N:18]3[CH2:19][CH2:20][CH2:21][CH2:22][CH2:23]3)[CH2:16][CH2:17]2)[CH3:31])=[O:41])=[CH:38][CH:37]=1)(=[O:34])[CH3:33]. The yield is 1.00.